From a dataset of Forward reaction prediction with 1.9M reactions from USPTO patents (1976-2016). Predict the product of the given reaction. (1) Given the reactants C(S[C:9]1[CH:18]=[C:17]2[C:12]([C:13]([C:19]3[CH:24]=[CH:23][C:22]([C:25]([F:28])([F:27])[F:26])=[CH:21][C:20]=3[O:29][CH3:30])=[CH:14][CH:15]=[N:16]2)=[CH:11][N:10]=1)C1C=CC=CC=1.C(Cl)Cl.C(O)(=O)C.[S:38]([Cl:42])(Cl)(=[O:40])=[O:39], predict the reaction product. The product is: [CH3:30][O:29][C:20]1[CH:21]=[C:22]([C:25]([F:28])([F:26])[F:27])[CH:23]=[CH:24][C:19]=1[C:13]1[C:12]2[C:17](=[CH:18][C:9]([S:38]([Cl:42])(=[O:40])=[O:39])=[N:10][CH:11]=2)[N:16]=[CH:15][CH:14]=1. (2) Given the reactants [Cl:1][C:2]1[N:7]=[C:6]([Cl:8])[C:5]([CH2:9]I)=[CH:4][N:3]=1.[F:11][C:12]1[C:18]([O:19][CH3:20])=[CH:17][C:16]([O:21][CH3:22])=[C:15]([F:23])[C:13]=1[NH2:14], predict the reaction product. The product is: [Cl:1][C:2]1[N:7]=[C:6]([Cl:8])[C:5]([CH2:9][NH:14][C:13]2[C:15]([F:23])=[C:16]([O:21][CH3:22])[CH:17]=[C:18]([O:19][CH3:20])[C:12]=2[F:11])=[CH:4][N:3]=1. (3) Given the reactants [C:1](OC(=O)C)(=[O:3])[CH3:2].[NH2:8][C:9]1[C:18]2=[N:19][N:20]([CH2:30][CH3:31])[C:21]([CH2:22][C:23]3([OH:29])[CH2:28][CH2:27][NH:26][CH2:25][CH2:24]3)=[C:17]2[C:16]2[CH:15]=[CH:14][CH:13]=[CH:12][C:11]=2[N:10]=1, predict the reaction product. The product is: [C:1]([N:26]1[CH2:27][CH2:28][C:23]([CH2:22][C:21]2[N:20]([CH2:30][CH3:31])[N:19]=[C:18]3[C:17]=2[C:16]2[CH:15]=[CH:14][CH:13]=[CH:12][C:11]=2[N:10]=[C:9]3[NH2:8])([OH:29])[CH2:24][CH2:25]1)(=[O:3])[CH3:2]. (4) Given the reactants [Cl:1][C:2]1[CH:7]=[C:6]([N+]([O-])=O)[CH:5]=[CH:4][N:3]=1.[OH:11][C:12]1[CH:21]=[C:20]2[C:15]([CH2:16][CH2:17][CH:18]([C:22]([OH:24])=[O:23])[CH2:19]2)=[CH:14][CH:13]=1.C(=O)([O-])[O-].[Cs+].[Cs+], predict the reaction product. The product is: [Cl:1][C:2]1[CH:7]=[C:6]([O:11][C:12]2[CH:21]=[C:20]3[C:15]([CH2:16][CH2:17][CH:18]([C:22]([OH:24])=[O:23])[CH2:19]3)=[CH:14][CH:13]=2)[CH:5]=[CH:4][N:3]=1.